Dataset: Forward reaction prediction with 1.9M reactions from USPTO patents (1976-2016). Task: Predict the product of the given reaction. Given the reactants [Cl:1][C:2]1[CH:7]=[CH:6][C:5]([C@H:8]2[NH:13][C@@H:12]([C:14](OC)=[O:15])[CH2:11][CH2:10][CH2:9]2)=[CH:4][CH:3]=1.[H-].[Al+3].[Li+].[H-].[H-].[H-].O.[OH-].[Na+], predict the reaction product. The product is: [Cl:1][C:2]1[CH:7]=[CH:6][C:5]([C@H:8]2[NH:13][C@@H:12]([CH2:14][OH:15])[CH2:11][CH2:10][CH2:9]2)=[CH:4][CH:3]=1.